This data is from NCI-60 drug combinations with 297,098 pairs across 59 cell lines. The task is: Regression. Given two drug SMILES strings and cell line genomic features, predict the synergy score measuring deviation from expected non-interaction effect. Drug 1: CC1=C(C=C(C=C1)NC2=NC=CC(=N2)N(C)C3=CC4=NN(C(=C4C=C3)C)C)S(=O)(=O)N.Cl. Drug 2: CCC1(C2=C(COC1=O)C(=O)N3CC4=CC5=C(C=CC(=C5CN(C)C)O)N=C4C3=C2)O.Cl. Cell line: MALME-3M. Synergy scores: CSS=22.0, Synergy_ZIP=-0.171, Synergy_Bliss=6.17, Synergy_Loewe=6.02, Synergy_HSA=6.11.